The task is: Predict the reactants needed to synthesize the given product.. This data is from Full USPTO retrosynthesis dataset with 1.9M reactions from patents (1976-2016). (1) The reactants are: Cl[C:2]1[CH:7]=[C:6]([C:8]2[CH:13]=[CH:12][CH:11]=[CH:10][CH:9]=2)[N:5]=[C:4]([NH:14][C:15](=[O:32])[CH2:16][CH2:17][C:18]([C:20]2[CH:25]=[CH:24][C:23]([O:26][CH2:27][CH3:28])=[C:22]([O:29][CH2:30][CH3:31])[CH:21]=2)=[O:19])[CH:3]=1.C1(C2C=CC=CC=2)C=CC=CC=1P(C1CCCCC1)C1CCCCC1.C(=O)([O-])[O-].[K+].[K+].[CH3:64][O:65][C:66]1[CH:67]=[C:68](B(O)O)[CH:69]=[C:70]([O:74][CH3:75])[C:71]=1[O:72][CH3:73]. Given the product [CH2:30]([O:29][C:22]1[CH:21]=[C:20]([C:18](=[O:19])[CH2:17][CH2:16][C:15]([NH:14][C:4]2[CH:3]=[C:2]([C:68]3[CH:69]=[C:70]([O:74][CH3:75])[C:71]([O:72][CH3:73])=[C:66]([O:65][CH3:64])[CH:67]=3)[CH:7]=[C:6]([C:8]3[CH:13]=[CH:12][CH:11]=[CH:10][CH:9]=3)[N:5]=2)=[O:32])[CH:25]=[CH:24][C:23]=1[O:26][CH2:27][CH3:28])[CH3:31], predict the reactants needed to synthesize it. (2) Given the product [O:26]1[C:25]2[CH:27]=[CH:28][CH:29]=[CH:30][C:24]=2[O:23][CH2:22][C@@H:21]1[C:18]1[CH:17]=[CH:16][C:15]([CH2:14][N:12]2[CH2:38][CH2:37][CH2:36][CH:35]([C:39]([OH:41])=[O:40])[CH2:10][CH2:11]2)=[CH:20][CH:19]=1, predict the reactants needed to synthesize it. The reactants are: COC(=O)C1C=CC([CH:10]2C[N:12]([CH2:14][C:15]3[CH:20]=[CH:19][C:18]([C@@H:21]4[O:26][C:25]5[CH:27]=[CH:28][CH:29]=[CH:30][C:24]=5[O:23][CH2:22]4)=[CH:17][CH:16]=3)[CH2:11]2)=CC=1.N1[CH2:38][CH2:37][CH2:36][CH:35]([C:39]([OH:41])=[O:40])CC1. (3) Given the product [ClH:32].[Br:1][C:2]1[CH:7]=[C:6]([CH3:8])[C:5]([C:9]2[C:13]3[N:14]=[C:15]([CH3:26])[N:16]=[C:17]([N:18]4[CH2:19][CH2:20][CH:21]([CH2:24][OH:25])[CH2:22][CH2:23]4)[C:12]=3[S:11][C:10]=2[CH3:27])=[C:4]([CH3:28])[CH:3]=1, predict the reactants needed to synthesize it. The reactants are: [Br:1][C:2]1[CH:7]=[C:6]([CH3:8])[C:5]([C:9]2[C:13]3[N:14]=[C:15]([CH3:26])[N:16]=[C:17]([N:18]4[CH2:23][CH2:22][CH:21]([CH2:24][OH:25])[CH2:20][CH2:19]4)[C:12]=3[S:11][C:10]=2[CH3:27])=[C:4]([CH3:28])[CH:3]=1.CCO.[ClH:32]. (4) Given the product [Cl:12][C:13]1[CH:18]=[CH:17][C:16]([C:19]2[CH:20]=[C:21]3[C:26](=[CH:27][CH:28]=2)[N:25]=[C:24]([C:29]#[C:30][C:31]2[CH:38]=[CH:37][C:34]([CH2:35][N:39]4[CH2:43][CH2:42][CH2:41][CH2:40]4)=[CH:33][CH:32]=2)[CH:23]=[CH:22]3)=[CH:15][CH:14]=1, predict the reactants needed to synthesize it. The reactants are: C1(C)C=CC(S(O)(=O)=O)=CC=1.[Cl:12][C:13]1[CH:18]=[CH:17][C:16]([C:19]2[CH:20]=[C:21]3[C:26](=[CH:27][CH:28]=2)[N:25]=[C:24]([C:29]#[C:30][C:31]2[CH:38]=[CH:37][C:34]([CH:35]=O)=[CH:33][CH:32]=2)[CH:23]=[CH:22]3)=[CH:15][CH:14]=1.[NH:39]1[CH2:43][CH2:42][CH2:41][CH2:40]1.[BH-](OC(C)=O)(OC(C)=O)OC(C)=O.[Na+].C([O-])([O-])=O.[K+].[K+]. (5) Given the product [C:1]1([CH3:34])[CH:6]=[CH:5][CH:4]=[C:3]([O:7][CH2:8][C@H:9]([NH:14][C:15]([C:28]2[CH:33]=[CH:32][CH:31]=[CH:30][CH:29]=2)([C:22]2[CH:23]=[CH:24][CH:25]=[CH:26][CH:27]=2)[C:16]2[CH:21]=[CH:20][CH:19]=[CH:18][CH:17]=2)[C:10]([OH:12])=[O:11])[CH:2]=1, predict the reactants needed to synthesize it. The reactants are: [C:1]1([CH3:34])[CH:6]=[CH:5][CH:4]=[C:3]([O:7][CH2:8][C@H:9]([NH:14][C:15]([C:28]2[CH:33]=[CH:32][CH:31]=[CH:30][CH:29]=2)([C:22]2[CH:27]=[CH:26][CH:25]=[CH:24][CH:23]=2)[C:16]2[CH:21]=[CH:20][CH:19]=[CH:18][CH:17]=2)[C:10]([O:12]C)=[O:11])[CH:2]=1.[OH-].[Li+].O.Cl. (6) Given the product [C:2]1([CH3:1])[CH:7]=[CH:6][C:5]([CH2:28][CH2:27][NH:24][C:14]2[C:13](=[O:21])[N:12]([CH2:11][C:9]([O:8][CH2:1][C:2]3[CH:7]=[CH:6][CH:5]=[CH:4][CH:3]=3)=[O:10])[C:17]([CH3:18])=[C:16]([Cl:19])[N:15]=2)=[CH:4][CH:3]=1, predict the reactants needed to synthesize it. The reactants are: [CH2:1]([O:8][C:9]([CH2:11][N:12]1[C:17]([CH3:18])=[C:16]([Cl:19])[N:15]=[C:14](Cl)[C:13]1=[O:21])=[O:10])[C:2]1[CH:7]=[CH:6][CH:5]=[CH:4][CH:3]=1.C([N:24]([CH2:27][CH3:28])CC)C. (7) Given the product [CH3:35][C:5]([O:7][C:8]1[CH:13]=[CH:12][C:11]([O:14][CH2:15][CH2:16][C:17]2[C:18]([CH3:33])=[N:19][C:20]([C:23]3[CH:24]=[CH:25][C:26]([C:29]([F:31])([F:32])[F:30])=[CH:27][CH:28]=3)=[CH:21][CH:22]=2)=[CH:10][C:9]=1[CH3:34])([CH3:6])[C:4]([OH:36])=[O:3], predict the reactants needed to synthesize it. The reactants are: C([O:3][C:4](=[O:36])[C:5]([CH3:35])([O:7][C:8]1[CH:13]=[CH:12][C:11]([O:14][CH2:15][CH2:16][C:17]2[C:18]([CH3:33])=[N:19][C:20]([C:23]3[CH:28]=[CH:27][C:26]([C:29]([F:32])([F:31])[F:30])=[CH:25][CH:24]=3)=[CH:21][CH:22]=2)=[CH:10][C:9]=1[CH3:34])[CH3:6])C.[OH-].[Na+].